Dataset: Forward reaction prediction with 1.9M reactions from USPTO patents (1976-2016). Task: Predict the product of the given reaction. (1) Given the reactants [Cl:1][C:2]1[N:3]=[C:4]2[CH:9]=[CH:8][C:7]([C:10]#[CH:11])=[N:6][N:5]2[C:12]=1[S:13]([N:16]=CN(CC(C)C)CC(C)C)(=[O:15])=[O:14].O.N, predict the reaction product. The product is: [Cl:1][C:2]1[N:3]=[C:4]2[CH:9]=[CH:8][C:7]([C:10]#[CH:11])=[N:6][N:5]2[C:12]=1[S:13]([NH2:16])(=[O:14])=[O:15]. (2) Given the reactants [O:1]=[S:2](=[O:14])([CH3:13])[O:3][CH2:4][CH2:5][CH2:6][CH2:7]OS(=O)(C)=O.C(=O)([O-])[O-].[K+].[K+], predict the reaction product. The product is: [S:2]([O:3][CH2:4][CH2:5][CH2:6][CH3:7])(=[O:14])(=[O:1])[CH3:13]. (3) Given the reactants [C:1]([C:5]1[CH:23]=[CH:22][C:8]([C:9]([NH:11][C:12]2[N:13]=[C:14]3[CH:19]=[CH:18][C:17](Cl)=[N:16][N:15]3[CH:21]=2)=[O:10])=[CH:7][CH:6]=1)([CH3:4])([CH3:3])[CH3:2].[NH:24]1[CH:28]=[CH:27][N:26]=[CH:25]1.[C:29](=O)([O-])[O-].[K+].[K+].CN(C)C=O.[OH2:40], predict the reaction product. The product is: [CH:1]([O:40][CH:27]([CH3:28])[CH3:29])([CH3:3])[CH3:2].[C:1]([C:5]1[CH:23]=[CH:22][C:8]([C:9]([NH:11][C:12]2[N:13]=[C:14]3[CH:19]=[CH:18][C:17]([N:24]4[CH:28]=[CH:27][N:26]=[CH:25]4)=[N:16][N:15]3[CH:21]=2)=[O:10])=[CH:7][CH:6]=1)([CH3:4])([CH3:3])[CH3:2]. (4) Given the reactants IC1C(C)=C(I)C(C)=C(I)[C:3]=1[CH3:12].[Mn]([O-])(=O)(=O)=[O:14].[K+].C([O:22][C:23](=[O:25])[CH3:24])(=O)C.[C:26]([OH:29])(=O)[CH3:27], predict the reaction product. The product is: [CH3:12][C:3]([CH2:27][C:26]([CH2:24][C:23]([OH:22])=[O:25])=[O:29])=[O:14]. (5) Given the reactants [Cl:1][CH2:2][CH2:3][CH2:4][O:5][C:6]1[CH:11]=[CH:10][CH:9]=[CH:8][C:7]=1[N+:12]([O-])=O.[H][H], predict the reaction product. The product is: [Cl:1][CH2:2][CH2:3][CH2:4][O:5][C:6]1[CH:11]=[CH:10][CH:9]=[CH:8][C:7]=1[NH2:12]. (6) Given the reactants [F:1][C:2]1[CH:7]=[CH:6][C:5]([NH:8]/[N:9]=[CH:10]/[CH:11]=[C:12]2[C:17](=[O:18])[O:16]C(C)(C)[O:14][C:13]2=O)=[CH:4][CH:3]=1.C[O-].[Na+].Cl.C(Cl)Cl, predict the reaction product. The product is: [F:1][C:2]1[CH:7]=[CH:6][C:5]([N:8]2[C:13](=[O:14])[C:12]([C:17]([OH:16])=[O:18])=[CH:11][CH:10]=[N:9]2)=[CH:4][CH:3]=1. (7) The product is: [Cl:13][C:4]1[CH:3]=[C:2]([NH:20][CH2:19][C:15]2[S:14][CH:18]=[CH:17][CH:16]=2)[C:7]([C:8]([O:10][CH2:11][CH3:12])=[O:9])=[CH:6][N:5]=1. Given the reactants Cl[C:2]1[C:7]([C:8]([O:10][CH2:11][CH3:12])=[O:9])=[CH:6][N:5]=[C:4]([Cl:13])[CH:3]=1.[S:14]1[CH:18]=[CH:17][CH:16]=[C:15]1[CH2:19][NH2:20].CCN(C(C)C)C(C)C.O, predict the reaction product. (8) Given the reactants [CH:1]1([C:4]([NH:6][C:7]2[C:15]([OH:16])=[CH:14][C:13]([F:17])=[CH:12][C:8]=2[C:9]([O-:11])=[O:10])=O)[CH2:3][CH2:2]1.O.[C:19]1(C)C=CC(S(O)(=O)=O)=CC=1.C1(C)C=CC=CC=1, predict the reaction product. The product is: [CH:1]1([C:4]2[O:16][C:15]3[C:7](=[C:8]([C:9]([O:11][CH3:19])=[O:10])[CH:12]=[C:13]([F:17])[CH:14]=3)[N:6]=2)[CH2:3][CH2:2]1. (9) Given the reactants C(C1[CH:11]=[CH:10][C:6]([C:7]([O-:9])=[O:8])=[C:5]([CH3:12])[CH:4]=1)#N.[CH:13](O)=O.[CH2:16]([OH:18])[CH3:17], predict the reaction product. The product is: [CH:16]([C:17]1[CH:11]=[CH:10][C:6]([C:7]([O:9][CH3:13])=[O:8])=[C:5]([CH3:12])[CH:4]=1)=[O:18].